From a dataset of Full USPTO retrosynthesis dataset with 1.9M reactions from patents (1976-2016). Predict the reactants needed to synthesize the given product. (1) Given the product [CH3:16][O:15][C:7]1[CH:8]=[C:9]([NH2:12])[CH:10]=[CH:11][C:6]=1[O:5][Si:4]([CH:17]([CH3:19])[CH3:18])([CH:20]([CH3:22])[CH3:21])[CH:1]([CH3:3])[CH3:2], predict the reactants needed to synthesize it. The reactants are: [CH:1]([Si:4]([CH:20]([CH3:22])[CH3:21])([CH:17]([CH3:19])[CH3:18])[O:5][C:6]1[CH:11]=[CH:10][C:9]([N+:12]([O-])=O)=[CH:8][C:7]=1[O:15][CH3:16])([CH3:3])[CH3:2].[H][H]. (2) Given the product [CH:3]([C:2]1[CH:1]=[CH:10][CH:9]=[C:8]([O:7][CH3:6])[N:13]=1)=[CH2:4], predict the reactants needed to synthesize it. The reactants are: [CH2:1]([Li])[CH2:2][CH2:3][CH3:4].[CH3:6][O:7][C:8]1[N:13]=C(C=O)C=[CH:10][CH:9]=1.